Task: Predict the product of the given reaction.. Dataset: Forward reaction prediction with 1.9M reactions from USPTO patents (1976-2016) Given the reactants C(Cl)(=O)C(Cl)=O.[CH2:7]([NH:10][C:11](=O)[CH3:12])[CH2:8][CH3:9].N1C(C)=CC=CC=1C.[CH:22]1([C@H:25]([NH:33][C:34]([CH2:36][C:37]2[CH:45]=[CH:44][CH:43]=[C:42]([F:46])[C:38]=2[C:39]([OH:41])=O)=[O:35])[C:26]2[CH:31]=[CH:30][CH:29]=[C:28]([F:32])[CH:27]=2)[CH2:24][CH2:23]1.Cl, predict the reaction product. The product is: [CH:22]1([C@H:25]([NH:33][C:34]([C:36]2[C:37]3[C:38](=[C:42]([F:46])[CH:43]=[CH:44][CH:45]=3)[C:39](=[O:41])[N:10]([CH2:7][CH2:8][CH3:9])[C:11]=2[CH3:12])=[O:35])[C:26]2[CH:31]=[CH:30][CH:29]=[C:28]([F:32])[CH:27]=2)[CH2:23][CH2:24]1.